This data is from Full USPTO retrosynthesis dataset with 1.9M reactions from patents (1976-2016). The task is: Predict the reactants needed to synthesize the given product. Given the product [C:2](=[O:3])([O:4][C:5]1[CH:6]=[CH:7][C:8]([N+:11]([O-:13])=[O:12])=[CH:9][CH:10]=1)[O:24][CH2:23][C:21]1[O:20][N:19]=[C:18]([C:16](=[O:17])[NH:15][CH3:14])[CH:22]=1, predict the reactants needed to synthesize it. The reactants are: Cl[C:2]([O:4][C:5]1[CH:10]=[CH:9][C:8]([N+:11]([O-:13])=[O:12])=[CH:7][CH:6]=1)=[O:3].[CH3:14][NH:15][C:16]([C:18]1[CH:22]=[C:21]([CH2:23][OH:24])[O:20][N:19]=1)=[O:17].N1C=CC=CC=1.